This data is from Forward reaction prediction with 1.9M reactions from USPTO patents (1976-2016). The task is: Predict the product of the given reaction. The product is: [CH3:1][O:2][C:3]1[C:4]([N:37]2[CH2:41][CH2:40][CH2:39][CH2:38]2)=[CH:5][C:6]2[CH2:15][CH:14]([C:16]([CH3:20])([CH3:21])[CH2:17][O:18][CH3:19])[N:13]3[C:8](=[CH:9][C:10](=[O:27])[C:11]([C:22]([O:24][CH2:25][CH3:26])=[O:23])=[CH:12]3)[C:7]=2[CH:28]=1. Given the reactants [CH3:1][O:2][C:3]1[C:4](OS(C(F)(F)F)(=O)=O)=[CH:5][C:6]2[CH2:15][CH:14]([C:16]([CH3:21])([CH3:20])[CH2:17][O:18][CH3:19])[N:13]3[C:8](=[CH:9][C:10](=[O:27])[C:11]([C:22]([O:24][CH2:25][CH3:26])=[O:23])=[CH:12]3)[C:7]=2[CH:28]=1.[NH:37]1[CH2:41][CH2:40][CH2:39][CH2:38]1, predict the reaction product.